From a dataset of Full USPTO retrosynthesis dataset with 1.9M reactions from patents (1976-2016). Predict the reactants needed to synthesize the given product. (1) Given the product [Cl:1][C:2]1[CH:3]=[CH:4][C:5]([C:25]#[N:26])=[C:6]([C:8]2[C:13]([O:14][CH3:15])=[CH:12][N:11]([CH:16]([CH2:20][CH2:21][O:22][CH3:23])[C:17]([NH:27][C:28]3[CH:33]=[CH:32][N:31]4[CH:34]=[C:35]([C:37]([NH2:39])=[O:38])[N:36]=[C:30]4[CH:29]=3)=[O:18])[C:10](=[O:24])[CH:9]=2)[CH:7]=1, predict the reactants needed to synthesize it. The reactants are: [Cl:1][C:2]1[CH:3]=[CH:4][C:5]([C:25]#[N:26])=[C:6]([C:8]2[C:13]([O:14][CH3:15])=[CH:12][N:11]([CH:16]([CH2:20][CH2:21][O:22][CH3:23])[C:17](O)=[O:18])[C:10](=[O:24])[CH:9]=2)[CH:7]=1.[NH2:27][C:28]1[CH:33]=[CH:32][N:31]2[CH:34]=[C:35]([C:37]([NH2:39])=[O:38])[N:36]=[C:30]2[CH:29]=1.C(P1(=O)OP(CCC)(=O)OP(CCC)(=O)O1)CC. (2) Given the product [F:1][C:2]1[CH:3]=[CH:4][C:5]2[O:9][C@H:8]([CH2:10][N:26]([CH3:25])[S:27]([C:30]3[CH:35]=[CH:34][CH:33]=[CH:32][C:31]=3[N+:36]([O-:38])=[O:37])(=[O:28])=[O:29])[C@@H:7]([N:12]3[C:20]4[C:15](=[CH:16][CH:17]=[CH:18][C:19]=4[F:21])[C:14]([CH3:23])([CH3:22])[CH2:13]3)[C:6]=2[CH:24]=1, predict the reactants needed to synthesize it. The reactants are: [F:1][C:2]1[CH:3]=[CH:4][C:5]2[O:9][C@H:8]([CH2:10]O)[C@@H:7]([N:12]3[C:20]4[C:15](=[CH:16][CH:17]=[CH:18][C:19]=4[F:21])[C:14]([CH3:23])([CH3:22])[CH2:13]3)[C:6]=2[CH:24]=1.[CH3:25][NH:26][S:27]([C:30]1[CH:35]=[CH:34][CH:33]=[CH:32][C:31]=1[N+:36]([O-:38])=[O:37])(=[O:29])=[O:28].C1(P(C2C=CC=CC=2)C2C=CC=CC=2)C=CC=CC=1.N(C(OC(C)C)=O)=NC(OC(C)C)=O. (3) Given the product [CH3:37][N:7]([CH3:6])[CH2:8][CH2:9][N:10]([CH3:36])[C:11]1[CH:16]=[C:15]([O:17][CH3:18])[C:14]([NH:19][C:20]2[N:25]=[C:24]([C:26]3[CH:27]=[N:28][N:29]4[CH:34]=[CH:33][CH:32]=[CH:31][C:30]=34)[CH:23]=[CH:22][N:21]=2)=[CH:13][C:12]=1[NH:35][C:1](=[O:4])[CH:2]=[CH2:3], predict the reactants needed to synthesize it. The reactants are: [C:1](Cl)(=[O:4])[CH:2]=[CH2:3].[CH3:6][N:7]([CH3:37])[CH2:8][CH2:9][N:10]([CH3:36])[C:11]1[C:12]([NH2:35])=[CH:13][C:14]([NH:19][C:20]2[N:25]=[C:24]([C:26]3[CH:27]=[N:28][N:29]4[CH:34]=[CH:33][CH:32]=[CH:31][C:30]=34)[CH:23]=[CH:22][N:21]=2)=[C:15]([O:17][CH3:18])[CH:16]=1. (4) Given the product [F:58][C:59]1([F:63])[CH2:35][CH2:34][N:61]([C:22]([C:20]2[CH:19]=[CH:18][C:12]3[N:13]4[CH2:17][C@H:16]([CH2:15][CH2:14]4)[N:10]([C:8]([NH:7][C:2]4[CH:3]=[CH:4][CH:5]=[CH:6][N:1]=4)=[O:9])[C:11]=3[N:21]=2)=[O:23])[CH2:60]1, predict the reactants needed to synthesize it. The reactants are: [N:1]1[CH:6]=[CH:5][CH:4]=[CH:3][C:2]=1[NH:7][C:8]([N:10]1[C@@H:16]2[CH2:17][N:13]([CH2:14][CH2:15]2)[C:12]2[CH:18]=[CH:19][C:20]([C:22](O)=[O:23])=[N:21][C:11]1=2)=[O:9].CN(C(ON1N=N[C:35]2C=CC=N[C:34]1=2)=[N+](C)C)C.F[P-](F)(F)(F)(F)F.CCN(C(C)C)C(C)C.[F:58][C:59]([F:63])(F)[CH2:60][NH2:61]. (5) Given the product [Cl:1][C:2]1[CH:3]=[CH:4][C:5]([C:8]2[CH:13]=[CH:12][C:11]([N+:14]([O-:16])=[O:15])=[C:10]([CH:23]([Cl:25])[Cl:24])[CH:9]=2)=[CH:6][CH:7]=1, predict the reactants needed to synthesize it. The reactants are: [Cl:1][C:2]1[CH:7]=[CH:6][C:5]([C:8]2[CH:13]=[CH:12][C:11]([N+:14]([O-:16])=[O:15])=[CH:10][CH:9]=2)=[CH:4][CH:3]=1.CC(C)([O-])C.[K+].[CH:23](Cl)([Cl:25])[Cl:24]. (6) The reactants are: C[O:2]C1C(C2C=CC=CC=2C)=C(Cl)C=CC=1.Br.[H-].[Na+].C(Br)C=C.C(OCC=C)C=C.[CH2:31]([C:34]1[CH:39]=[CH:38][C:37]([Cl:40])=[C:36]([C:41]2[CH:46]=[CH:45][CH:44]=[CH:43][C:42]=2[CH3:47])[C:35]=1[OH:48])[CH:32]=[CH2:33].ClC1C=C(C=CC=1)C(OO)=O.C(=O)([O-])[O-].[K+].[K+]. Given the product [CH3:47][C:42]1[CH:43]=[CH:44][CH:45]=[CH:46][C:41]=1[C:36]1[C:35]2[O:48][CH:32]([CH2:33][OH:2])[CH2:31][C:34]=2[CH:39]=[CH:38][C:37]=1[Cl:40], predict the reactants needed to synthesize it. (7) Given the product [F:1][C:2]1[CH:3]=[CH:4][C:5]([C:8]2[C:13](=[O:14])[N:12]([C:20]3[CH:25]=[CH:24][CH:23]=[CH:22][N:21]=3)[CH:11]=[C:10]([C:15]([O:17][CH3:18])=[O:16])[CH:9]=2)=[CH:6][CH:7]=1, predict the reactants needed to synthesize it. The reactants are: [F:1][C:2]1[CH:7]=[CH:6][C:5]([C:8]2[C:13](=[O:14])[NH:12][CH:11]=[C:10]([C:15]([O:17][CH3:18])=[O:16])[CH:9]=2)=[CH:4][CH:3]=1.Br[C:20]1[CH:25]=[CH:24][CH:23]=[CH:22][N:21]=1.CN[C@H]1[C@H](NC)CCCC1.C(=O)([O-])[O-].[K+].[K+]. (8) Given the product [ClH:34].[C:8]1([CH:2]([NH:14][C:15]2[CH:20]=[CH:19][CH:18]=[CH:17][C:16]=2[CH3:21])[C:3]([OH:5])=[O:4])[CH:9]=[CH:10][CH:11]=[CH:12][CH:13]=1, predict the reactants needed to synthesize it. The reactants are: Br[CH:2]([C:8]1[CH:13]=[CH:12][CH:11]=[CH:10][CH:9]=1)[C:3]([O:5]CC)=[O:4].[NH2:14][C:15]1[C:16]([CH3:21])=[CH:17][CH:18]=[CH:19][CH:20]=1.CCN(C(C)C)C(C)C.O.[OH-].[Li+].[ClH:34].